Dataset: Forward reaction prediction with 1.9M reactions from USPTO patents (1976-2016). Task: Predict the product of the given reaction. (1) Given the reactants N(C(OCC)=O)=NC(OCC)=O.[Cl:13][C:14]1[N:19]=[C:18]([OH:20])[CH:17]=[CH:16][CH:15]=1.[CH:21]1(O)[CH2:26][CH2:25][CH2:24][CH2:23][CH2:22]1.C1(P(C2C=CC=CC=2)C2C=CC=CC=2)C=CC=CC=1, predict the reaction product. The product is: [Cl:13][C:14]1[CH:15]=[CH:16][CH:17]=[C:18]([O:20][CH:21]2[CH2:26][CH2:25][CH2:24][CH2:23][CH2:22]2)[N:19]=1. (2) Given the reactants [CH3:1][C:2](=[O:7])[CH2:3][C:4](=[O:6])[CH3:5].[H-].[Na+].Br[CH2:11][C:12]1[CH:17]=[CH:16][C:15]([S:18]([CH3:21])(=[O:20])=[O:19])=[CH:14][CH:13]=1, predict the reaction product. The product is: [CH3:21][S:18]([C:15]1[CH:16]=[CH:17][C:12]([CH2:11][CH:3]([C:2](=[O:7])[CH3:1])[C:4](=[O:6])[CH3:5])=[CH:13][CH:14]=1)(=[O:19])=[O:20]. (3) The product is: [C:28]([C:26]1[N:27]=[C:23]([N:21]2[CH2:22][CH:19]([OH:18])[CH2:20]2)[S:24][CH:25]=1)(=[O:30])[NH2:29]. Given the reactants [Si]([O:18][CH:19]1[CH2:22][N:21]([C:23]2[S:24][CH:25]=[C:26]([C:28](=[O:30])[NH2:29])[N:27]=2)[CH2:20]1)(C(C)(C)C)(C1C=CC=CC=1)C1C=CC=CC=1.[F-].C([N+](CCCC)(CCCC)CCCC)CCC, predict the reaction product. (4) Given the reactants Br[C:2]1[CH:3]=[CH:4][C:5]([N+:8]([O-:10])=[O:9])=[N:6][CH:7]=1.C(=O)([O-])[O-].[Cs+].[Cs+].[Cl:17][C:18]1[CH:23]=[C:22]([OH:24])[CH:21]=[CH:20][N:19]=1, predict the reaction product. The product is: [Cl:17][C:18]1[CH:23]=[C:22]([O:24][C:2]2[CH:7]=[N:6][C:5]([N+:8]([O-:10])=[O:9])=[CH:4][CH:3]=2)[CH:21]=[CH:20][N:19]=1. (5) Given the reactants [Cl:1][C:2]1[C:12](I)=[CH:11][CH:10]=[C:9]([Si:14]([CH3:17])([CH3:16])[CH3:15])[C:3]=1[C:4]([NH:6][CH2:7][CH3:8])=[O:5].C(=O)([O-])[O-].[Na+].[Na+].[C:24]1(B(O)O)[CH:29]=[CH:28][CH:27]=[CH:26][CH:25]=1, predict the reaction product. The product is: [Cl:1][C:2]1[C:12]([C:24]2[CH:29]=[CH:28][CH:27]=[CH:26][CH:25]=2)=[CH:11][CH:10]=[C:9]([Si:14]([CH3:17])([CH3:16])[CH3:15])[C:3]=1[C:4]([NH:6][CH2:7][CH3:8])=[O:5]. (6) Given the reactants N.[CH3:2][O:3][C:4]1[N:9]=[CH:8][C:7]([N+:10]([O-:12])=[O:11])=[CH:6][CH:5]=1.C([O:17]O)(C)(C)C.Cl, predict the reaction product. The product is: [OH:17][C:8]1[C:7]([N+:10]([O-:12])=[O:11])=[CH:6][CH:5]=[C:4]([O:3][CH3:2])[N:9]=1.